This data is from Full USPTO retrosynthesis dataset with 1.9M reactions from patents (1976-2016). The task is: Predict the reactants needed to synthesize the given product. (1) Given the product [F:1][C:2]1[CH:7]=[C:6]([S:8]([CH3:11])(=[O:9])=[O:10])[CH:5]=[CH:4][C:3]=1[C:12]1[CH:17]=[CH:16][C:15]([O:18][CH2:32][CH:29]2[CH2:30][CH2:31][N:26]([C:19]([O:21][C:22]([CH3:23])([CH3:25])[CH3:24])=[O:20])[CH2:27][CH2:28]2)=[CH:14][CH:13]=1, predict the reactants needed to synthesize it. The reactants are: [F:1][C:2]1[CH:7]=[C:6]([S:8]([CH3:11])(=[O:10])=[O:9])[CH:5]=[CH:4][C:3]=1[C:12]1[CH:17]=[CH:16][C:15]([OH:18])=[CH:14][CH:13]=1.[C:19]([N:26]1[CH2:31][CH2:30][CH:29]([CH2:32]O)[CH2:28][CH2:27]1)([O:21][C:22]([CH3:25])([CH3:24])[CH3:23])=[O:20].C1C=CC(P(C2C=CC=CC=2)C2C=CC=CC=2)=CC=1.N(C(OC(C)C)=O)=NC(OC(C)C)=O. (2) Given the product [CH2:1]([O:8][C@H:9]1[C@H:14]([O:15][CH2:16][C:17]2[CH:18]=[CH:19][CH:20]=[CH:21][CH:22]=2)[C@@H:13]([O:23][CH2:24][C:25]2[CH:30]=[CH:29][CH:28]=[CH:27][CH:26]=2)[C@@:12]([C:33]2[CH:38]=[CH:37][C:36]([CH3:39])=[C:35]([CH2:40][C:41]3[S:42][C:43]([C:46]4[CH:51]=[CH:50][C:49]([F:52])=[CH:48][CH:47]=4)=[CH:44][CH:45]=3)[CH:34]=2)([O:31][CH3:32])[O:11][C:10]1([CH2:53][OH:54])[CH2:55][OH:56])[C:2]1[CH:3]=[CH:4][CH:5]=[CH:6][CH:7]=1, predict the reactants needed to synthesize it. The reactants are: [CH2:1]([O:8][C@H:9]1[C@H:14]([O:15][CH2:16][C:17]2[CH:22]=[CH:21][CH:20]=[CH:19][CH:18]=2)[C@@H:13]([O:23][CH2:24][C:25]2[CH:30]=[CH:29][CH:28]=[CH:27][CH:26]=2)[C@@:12]([C:33]2[CH:38]=[CH:37][C:36]([CH3:39])=[C:35]([CH2:40][C:41]3[S:42][C:43]([C:46]4[CH:51]=[CH:50][C:49]([F:52])=[CH:48][CH:47]=4)=[CH:44][CH:45]=3)[CH:34]=2)([O:31][CH3:32])[O:11][C@:10]1([CH2:55][OH:56])[CH:53]=[O:54])[C:2]1[CH:7]=[CH:6][CH:5]=[CH:4][CH:3]=1.[BH4-].[Na+]. (3) Given the product [CH2:1]([N:9]1[C:10]2[CH:15]=[CH:14][C:13]([C:16]([F:17])([F:19])[F:18])=[CH:12][C:11]=2[NH:20][C:21]1=[O:22])[CH2:2][C:3]1[CH:4]=[CH:5][CH:6]=[CH:7][CH:8]=1, predict the reactants needed to synthesize it. The reactants are: [CH2:1]([NH:9][C:10]1[C:11]([NH2:20])=[CH:12][C:13]([C:16]([F:19])([F:18])[F:17])=[CH:14][CH:15]=1)[CH2:2][C:3]1[CH:8]=[CH:7][CH:6]=[CH:5][CH:4]=1.[C:21](N1C=CN=C1)(N1C=CN=C1)=[O:22]. (4) Given the product [ClH:4].[ClH:4].[ClH:4].[O:5]1[CH2:6][CH2:7][N:8]([CH2:11][CH2:12][O:13][C:14]2[CH:15]=[CH:16][C:17]([C:20]3[CH:21]=[CH:22][C:23]([CH2:26][C:27]([NH:29][CH2:30][C:31]4[CH:36]=[CH:35][CH:34]=[CH:33][CH:32]=4)=[O:28])=[N:24][CH:25]=3)=[CH:18][CH:19]=2)[CH2:9][CH2:10]1, predict the reactants needed to synthesize it. The reactants are: C([Cl:4])(=O)C.[O:5]1[CH2:10][CH2:9][N:8]([CH2:11][CH2:12][O:13][C:14]2[CH:19]=[CH:18][C:17]([C:20]3[CH:21]=[CH:22][C:23]([CH2:26][C:27]([NH:29][CH2:30][C:31]4[CH:36]=[CH:35][CH:34]=[CH:33][CH:32]=4)=[O:28])=[N:24][CH:25]=3)=[CH:16][CH:15]=2)[CH2:7][CH2:6]1. (5) Given the product [CH2:1]([O:4][C:5]1[C:10]([CH2:11][N:12]([C:13]2[C:18]([F:19])=[C:17]([O:20][CH3:21])[CH:16]=[C:15]([O:22][CH3:23])[C:14]=2[F:24])[C:45]([Cl:44])=[O:47])=[CH:9][N:8]=[C:7]2[N:25]([CH2:28][C:29]3[CH:30]=[CH:31][C:32]([O:35][CH3:36])=[CH:33][CH:34]=3)[N:26]=[CH:27][C:6]=12)[CH:2]=[CH2:3], predict the reactants needed to synthesize it. The reactants are: [CH2:1]([O:4][C:5]1[C:10]([CH2:11][NH:12][C:13]2[C:18]([F:19])=[C:17]([O:20][CH3:21])[CH:16]=[C:15]([O:22][CH3:23])[C:14]=2[F:24])=[CH:9][N:8]=[C:7]2[N:25]([CH2:28][C:29]3[CH:34]=[CH:33][C:32]([O:35][CH3:36])=[CH:31][CH:30]=3)[N:26]=[CH:27][C:6]=12)[CH:2]=[CH2:3].C(N(CC)CC)C.[Cl:44][C:45](Cl)([O:47]C(=O)OC(Cl)(Cl)Cl)Cl. (6) Given the product [NH2:1][C:4]1[CH:9]=[CH:8][C:7]([CH:10]2[O:15][CH2:14][CH2:13][N:12]([C:16]([O:18][C:19]([CH3:22])([CH3:21])[CH3:20])=[O:17])[CH2:11]2)=[CH:6][CH:5]=1, predict the reactants needed to synthesize it. The reactants are: [N+:1]([C:4]1[CH:9]=[CH:8][C:7]([CH:10]2[O:15][CH2:14][CH2:13][N:12]([C:16]([O:18][C:19]([CH3:22])([CH3:21])[CH3:20])=[O:17])[CH2:11]2)=[CH:6][CH:5]=1)([O-])=O.C.O.NN.[Cl-].[NH4+].[In].